Dataset: Reaction yield outcomes from USPTO patents with 853,638 reactions. Task: Predict the reaction yield, written as a fraction of the theoretical maximum amount of product (1.0 means a 100% yield; for example, 0.34 means a 34% yield). (1) The reactants are [C:1](Cl)([CH3:3])=[O:2].Cl.Cl.[CH2:7]([O:14][C:15]1[CH:20]=[CH:19][N:18]([C:21]2[CH:29]=[C:28]3[C:24]([C:25]4[CH2:34][CH2:33][NH:32][CH2:31][C:26]=4[N:27]3[CH3:30])=[CH:23][CH:22]=2)[C:17](=[O:35])[CH:16]=1)[C:8]1[CH:13]=[CH:12][CH:11]=[CH:10][CH:9]=1.CCN(CC)CC.O. The yield is 0.660. The product is [C:1]([N:32]1[CH2:33][CH2:34][C:25]2[C:24]3[C:28](=[CH:29][C:21]([N:18]4[CH:19]=[CH:20][C:15]([O:14][CH2:7][C:8]5[CH:13]=[CH:12][CH:11]=[CH:10][CH:9]=5)=[CH:16][C:17]4=[O:35])=[CH:22][CH:23]=3)[N:27]([CH3:30])[C:26]=2[CH2:31]1)(=[O:2])[CH3:3]. The catalyst is CN(C1C=CN=CC=1)C.C(Cl)Cl. (2) The reactants are [C:1]1(C)C=CC=C[CH:2]=1.[CH2:8]1[C:16]2[C:11](=[CH:12][CH:13]=[CH:14][CH:15]=2)[CH2:10][N:9]1[N:17]([CH3:50])[C:18](=[O:49])[CH2:19][N:20]([C:37]1[CH:45]=[C:44]2[C:40]([C:41](I)=[N:42][N:43]2[CH3:46])=[CH:39][C:38]=1[CH3:48])[CH2:21][C:22]([NH:24][CH2:25][CH2:26][N:27]([C:30]([O:32][C:33]([CH3:36])([CH3:35])[CH3:34])=[O:31])[CH2:28][CH3:29])=[O:23].C(C([Sn])=C(CCCC)CCCC)CCC.[Cl-].[Li+]. The catalyst is C(OCC)(=O)C.C1C=CC(P(C2C=CC=CC=2)C2C=CC=CC=2)=CC=1.C1C=CC(P(C2C=CC=CC=2)C2C=CC=CC=2)=CC=1.Cl[Pd]Cl. The product is [CH2:8]1[C:16]2[C:11](=[CH:12][CH:13]=[CH:14][CH:15]=2)[CH2:10][N:9]1[N:17]([CH3:50])[C:18](=[O:49])[CH2:19][N:20]([C:37]1[CH:45]=[C:44]2[C:40]([C:41]([CH:1]=[CH2:2])=[N:42][N:43]2[CH3:46])=[CH:39][C:38]=1[CH3:48])[CH2:21][C:22]([NH:24][CH2:25][CH2:26][N:27]([C:30]([O:32][C:33]([CH3:36])([CH3:35])[CH3:34])=[O:31])[CH2:28][CH3:29])=[O:23]. The yield is 0.890. (3) The reactants are I[C:2]1[CH:3]=[C:4]([CH:9]=[CH:10][C:11]=1[NH:12][C:13](=O)[C:14](F)(F)F)[C:5]([O:7][CH3:8])=[O:6].[C:19]1([CH2:25]C#C)[CH:24]=[CH:23][CH:22]=[CH:21][CH:20]=1. The catalyst is CN(C)C=O.C1C=CC(P(C2C=CC=CC=2)C2C=CC=CC=2)=CC=1.C1C=CC(P(C2C=CC=CC=2)C2C=CC=CC=2)=CC=1.Cl[Pd]Cl.[Cu]I. The product is [CH2:25]([C:13]1[NH:12][C:11]2[C:10]([CH:14]=1)=[CH:9][C:4]([C:5]([O:7][CH3:8])=[O:6])=[CH:3][CH:2]=2)[C:19]1[CH:24]=[CH:23][CH:22]=[CH:21][CH:20]=1. The yield is 0.820. (4) The reactants are [H-].[Na+].[C:3]([C:5]1[CH:27]=[CH:26][C:8]([CH2:9][N:10]2[CH2:17][CH:16]3[O:18][CH:12]([CH2:13][N:14]([CH2:19][CH2:20][NH:21][S:22]([CH3:25])(=[O:24])=[O:23])[CH2:15]3)[CH2:11]2)=[CH:7][CH:6]=1)#[N:4].Br[CH2:29][C:30]1[CH:37]=[CH:36][C:33]([C:34]#[N:35])=[CH:32][CH:31]=1. The catalyst is O. The product is [C:34]([C:33]1[CH:36]=[CH:37][C:30]([CH2:29][N:21]([CH2:20][CH2:19][N:14]2[CH2:15][CH:16]3[O:18][CH:12]([CH2:11][N:10]([CH2:9][C:8]4[CH:7]=[CH:6][C:5]([C:3]#[N:4])=[CH:27][CH:26]=4)[CH2:17]3)[CH2:13]2)[S:22]([CH3:25])(=[O:24])=[O:23])=[CH:31][CH:32]=1)#[N:35]. The yield is 0.549. (5) The reactants are [C:1]([C:5]1[CH:13]=[CH:12][C:8]([C:9]([OH:11])=O)=[CH:7][CH:6]=1)([CH3:4])([CH3:3])[CH3:2].[NH2:14][C@@H:15]([CH2:20][C:21]1[CH:26]=[CH:25][C:24]([C:27]2[NH:28][CH:29]=[C:30]([C:32]3[CH:37]=[CH:36][C:35]([O:38][CH2:39][CH2:40][CH2:41][CH2:42][CH2:43][CH2:44][CH3:45])=[CH:34][CH:33]=3)[N:31]=2)=[CH:23][CH:22]=1)[C:16]([O:18][CH3:19])=[O:17].CN(C(ON1N=NC2C=CC=NC1=2)=[N+](C)C)C.F[P-](F)(F)(F)(F)F. The catalyst is CN(C=O)C.C(Cl)Cl. The product is [C:1]([C:5]1[CH:6]=[CH:7][C:8]([C:9]([NH:14][C@@H:15]([CH2:20][C:21]2[CH:22]=[CH:23][C:24]([C:27]3[NH:28][CH:29]=[C:30]([C:32]4[CH:33]=[CH:34][C:35]([O:38][CH2:39][CH2:40][CH2:41][CH2:42][CH2:43][CH2:44][CH3:45])=[CH:36][CH:37]=4)[N:31]=3)=[CH:25][CH:26]=2)[C:16]([O:18][CH3:19])=[O:17])=[O:11])=[CH:12][CH:13]=1)([CH3:2])([CH3:3])[CH3:4]. The yield is 0.170. (6) The reactants are [CH3:1]C1CCCC2(C(=O)CCC2)C1.[CH3:13][CH:14]1[CH2:24][CH2:23][C:17]2([C:21](=[O:22])[CH2:20][CH2:19][CH2:18]2)[CH2:16][CH2:15]1.C[Li]. No catalyst specified. The product is [CH3:1][C:21]1([OH:22])[C:17]2([CH2:23][CH2:24][CH:14]([CH3:13])[CH2:15][CH2:16]2)[CH2:18][CH2:19][CH2:20]1. The yield is 0.430. (7) The reactants are [CH2:1](N(CC)CC)C.CCl.[NH:10]1[CH2:17][CH2:16][CH2:15][C@@H:11]1[C:12]([OH:14])=[O:13].[Br:18][C:19]1[CH:24]=[CH:23][CH:22]=[C:21](F)[N:20]=1.O. The catalyst is O1CCOCC1. The product is [Br:18][C:19]1[N:20]=[C:21]([N:10]2[CH2:17][CH2:16][CH2:15][C@@H:11]2[C:12]([O:14][CH3:1])=[O:13])[CH:22]=[CH:23][CH:24]=1. The yield is 0.160.